From a dataset of Catalyst prediction with 721,799 reactions and 888 catalyst types from USPTO. Predict which catalyst facilitates the given reaction. (1) Reactant: [F:1][C:2]1[CH:10]=[C:9]2[C:5]([CH:6]=[N:7][N:8]2[CH3:11])=[CH:4][C:3]=1[CH2:12][C:13]1[N:17]2[N:18]=[C:19]([CH:22]=C)[CH:20]=[CH:21][C:16]2=[N:15][CH:14]=1.C[N+]1([O-])CC[O:28]CC1.I([O-])(=O)(=O)=O.[Na+]. Product: [F:1][C:2]1[CH:10]=[C:9]2[C:5]([CH:6]=[N:7][N:8]2[CH3:11])=[CH:4][C:3]=1[CH2:12][C:13]1[N:17]2[N:18]=[C:19]([CH:22]=[O:28])[CH:20]=[CH:21][C:16]2=[N:15][CH:14]=1. The catalyst class is: 95. (2) The catalyst class is: 2. Reactant: Cl.[CH2:2]1[C:5]2([CH2:8][CH:7]([NH:9][C:10]3[C:15]([C:16]4[CH:21]=[CH:20][C:19]([O:22][C:23]5[CH:28]=[CH:27][CH:26]=[CH:25][CH:24]=5)=[CH:18][CH:17]=4)=[C:14]([NH2:29])[N:13]=[CH:12][N:11]=3)[CH2:6]2)[CH2:4][NH:3]1.CCN(C(C)C)C(C)C.[C:39](O)(=[O:42])[C:40]#[CH:41].C(P1(=O)OP(=O)(CCC)OP(=O)(CCC)O1)CC. Product: [NH2:29][C:14]1[N:13]=[CH:12][N:11]=[C:10]([NH:9][CH:7]2[CH2:8][C:5]3([CH2:4][N:3]([C:39](=[O:42])[C:40]#[CH:41])[CH2:2]3)[CH2:6]2)[C:15]=1[C:16]1[CH:21]=[CH:20][C:19]([O:22][C:23]2[CH:24]=[CH:25][CH:26]=[CH:27][CH:28]=2)=[CH:18][CH:17]=1.